This data is from Cav3 T-type calcium channel HTS with 100,875 compounds. The task is: Binary Classification. Given a drug SMILES string, predict its activity (active/inactive) in a high-throughput screening assay against a specified biological target. (1) The result is 0 (inactive). The drug is S(=O)(=O)(N1C(C(C)C)C(=O)NC1=S)c1c(ccc(c1)C)C. (2) The compound is S(=O)(=O)(NCCCCCC(=O)NC)c1ccc(cc1)C. The result is 0 (inactive).